From a dataset of Full USPTO retrosynthesis dataset with 1.9M reactions from patents (1976-2016). Predict the reactants needed to synthesize the given product. (1) Given the product [Br:9][C:6]1[CH:7]=[CH:8][C:3]([P:16](=[O:17])([C:18]2[CH:19]=[CH:20][CH:21]=[CH:22][CH:23]=2)[C:10]2[CH:15]=[CH:14][CH:13]=[CH:12][CH:11]=2)=[CH:4][CH:5]=1, predict the reactants needed to synthesize it. The reactants are: [Mg].Br[C:3]1[CH:8]=[CH:7][C:6]([Br:9])=[CH:5][CH:4]=1.[C:10]1([P:16](Cl)([C:18]2[CH:23]=[CH:22][CH:21]=[CH:20][CH:19]=2)=[O:17])[CH:15]=[CH:14][CH:13]=[CH:12][CH:11]=1.Cl. (2) Given the product [F:22][C:23]([F:36])([F:35])[S:24]([O:10][C:11]1[CH2:16][CH2:15][CH2:14][CH2:13][C:12]=1[C:17]([O:19][CH2:20][CH3:21])=[O:18])(=[O:26])=[O:25], predict the reactants needed to synthesize it. The reactants are: C(N(C(C)C)CC)(C)C.[O:10]=[C:11]1[CH2:16][CH2:15][CH2:14][CH2:13][CH:12]1[C:17]([O:19][CH2:20][CH3:21])=[O:18].[F:22][C:23]([F:36])([F:35])[S:24](O[S:24]([C:23]([F:36])([F:35])[F:22])(=[O:26])=[O:25])(=[O:26])=[O:25]. (3) Given the product [CH2:1]([S:3]([N:6]1[CH2:7][CH2:8][CH:9]([C:12]2[C:20]3[C:15](=[C:16]([C:29]([NH2:31])=[O:30])[CH:17]=[C:18]([C:21]4[CH:26]=[CH:25][CH:24]=[C:23]([CH2:27][NH:32][CH:33]([CH3:36])[CH2:34][OH:35])[CH:22]=4)[CH:19]=3)[NH:14][CH:13]=2)[CH2:10][CH2:11]1)(=[O:5])=[O:4])[CH3:2], predict the reactants needed to synthesize it. The reactants are: [CH2:1]([S:3]([N:6]1[CH2:11][CH2:10][CH:9]([C:12]2[C:20]3[C:15](=[C:16]([C:29]([NH2:31])=[O:30])[CH:17]=[C:18]([C:21]4[CH:26]=[CH:25][CH:24]=[C:23]([CH:27]=O)[CH:22]=4)[CH:19]=3)[NH:14][CH:13]=2)[CH2:8][CH2:7]1)(=[O:5])=[O:4])[CH3:2].[NH2:32][CH:33]([CH3:36])[CH2:34][OH:35].[BH-](OC(C)=O)(OC(C)=O)OC(C)=O.[Na+]. (4) Given the product [CH3:14][NH:11][C:6]1[C:7]([NH2:10])=[CH:8][CH:9]=[C:4]([N+:1]([O-:3])=[O:2])[CH:5]=1, predict the reactants needed to synthesize it. The reactants are: [N+:1]([C:4]1[CH:5]=[C:6]([NH2:11])[C:7]([NH2:10])=[CH:8][CH:9]=1)([O-:3])=[O:2].CI.[C:14](=O)([O-])[O-].[Na+].[Na+]. (5) Given the product [C:16]1([N:22]2[C:26]([C:27]3[CH:32]=[CH:31][CH:30]=[CH:29][CH:28]=3)=[CH:25][C:24]([CH2:33][NH:15][CH2:14][CH2:13][N:10]3[CH2:9][CH2:8][N:7]([C:1]4[CH:2]=[CH:3][CH:4]=[CH:5][CH:6]=4)[CH2:12][CH2:11]3)=[N:23]2)[CH:21]=[CH:20][CH:19]=[CH:18][CH:17]=1, predict the reactants needed to synthesize it. The reactants are: [C:1]1([N:7]2[CH2:12][CH2:11][N:10]([CH2:13][CH2:14][NH2:15])[CH2:9][CH2:8]2)[CH:6]=[CH:5][CH:4]=[CH:3][CH:2]=1.[C:16]1([N:22]2[C:26]([C:27]3[CH:32]=[CH:31][CH:30]=[CH:29][CH:28]=3)=[CH:25][C:24]([CH:33]=O)=[N:23]2)[CH:21]=[CH:20][CH:19]=[CH:18][CH:17]=1.